From a dataset of HIV replication inhibition screening data with 41,000+ compounds from the AIDS Antiviral Screen. Binary Classification. Given a drug SMILES string, predict its activity (active/inactive) in a high-throughput screening assay against a specified biological target. (1) The molecule is O=C1CCSSCCC(=O)NCCCN1. The result is 0 (inactive). (2) The drug is NS(=O)(=O)c1ccc(NNc2c3ccccc3nc3c(C(=O)Nc4ccc(S(N)(=O)=O)cc4)cccc23)cc1. The result is 0 (inactive).